From a dataset of Forward reaction prediction with 1.9M reactions from USPTO patents (1976-2016). Predict the product of the given reaction. (1) Given the reactants ClC1C=C2C(=CC=1)[N:7](S(C1C=CC=CC=1)(=O)=O)C(C(OCC)=O)=C2S(N1CCOC(COC2C=CC=CC=2)C1)(=O)=O.[I:42][C:43]1[CH:44]=[C:45]2[C:49](=[CH:50][CH:51]=1)[N:48](S(C1C=CC=CC=1)(=O)=O)[C:47]([C:61](OCC)=[O:62])=[C:46]2[S:66]([N:69]1[CH2:74][CH2:73][O:72][CH:71]([CH2:75][O:76][C:77]2[CH:82]=[CH:81][CH:80]=[CH:79][CH:78]=2)[CH2:70]1)(=[O:68])=[O:67], predict the reaction product. The product is: [I:42][C:43]1[CH:44]=[C:45]2[C:49](=[CH:50][CH:51]=1)[NH:48][C:47]([C:61]([NH2:7])=[O:62])=[C:46]2[S:66]([N:69]1[CH2:74][CH2:73][O:72][C@@H:71]([CH2:75][O:76][C:77]2[CH:78]=[CH:79][CH:80]=[CH:81][CH:82]=2)[CH2:70]1)(=[O:68])=[O:67]. (2) Given the reactants Br[C:2]1[C:11]2[C:6](=[CH:7][CH:8]=[CH:9][CH:10]=2)[C:5]([Br:12])=[CH:4][CH:3]=1.[CH:13]([C:15]1[CH:20]=[CH:19][CH:18]=[CH:17][C:16]=1B(O)O)=[O:14].COC1C=COC=1OC.C(=O)([O-])[O-].[Na+].[Na+], predict the reaction product. The product is: [Br:12][C:5]1[C:6]2[C:11](=[CH:10][CH:9]=[CH:8][CH:7]=2)[C:2]([C:16]2[CH:17]=[CH:18][CH:19]=[CH:20][C:15]=2[CH:13]=[O:14])=[CH:3][CH:4]=1. (3) Given the reactants Cl.[F:2][C:3]1[CH:8]=[CH:7][C:6]([NH:9][NH2:10])=[CH:5][CH:4]=1.[F:11][C:12]([F:29])([F:28])[C:13](O)=[CH:14][C:15]([C:17]1[CH:22]=[CH:21][C:20]([OH:23])=[C:19]([N+:24]([O-:26])=[O:25])[CH:18]=1)=O, predict the reaction product. The product is: [F:2][C:3]1[CH:8]=[CH:7][C:6]([N:9]2[C:15]([C:17]3[CH:22]=[CH:21][C:20]([OH:23])=[C:19]([N+:24]([O-:26])=[O:25])[CH:18]=3)=[CH:14][C:13]([C:12]([F:11])([F:28])[F:29])=[N:10]2)=[CH:5][CH:4]=1. (4) Given the reactants [C:1]([O:5][C:6](=[O:26])[NH:7][C:8]1[CH:13]=[C:12]([CH2:14][C:15]([CH:23]2[CH2:25][CH2:24]2)(O)[C:16]2[CH:21]=[CH:20][CH:19]=[CH:18][CH:17]=2)[CH:11]=[CH:10][N:9]=1)([CH3:4])([CH3:3])[CH3:2].S(Cl)(Cl)=O.C([O-])(O)=O.[Na+].O, predict the reaction product. The product is: [C:1]([O:5][C:6](=[O:26])[NH:7][C:8]1[CH:13]=[C:12]([CH:14]=[C:15]([CH:23]2[CH2:24][CH2:25]2)[C:16]2[CH:21]=[CH:20][CH:19]=[CH:18][CH:17]=2)[CH:11]=[CH:10][N:9]=1)([CH3:4])([CH3:2])[CH3:3]. (5) Given the reactants [C:1](N1C=CN=C1)(N1C=CN=C1)=[S:2].[Br:13][C:14]1[CH:15]=[C:16]([CH:20]([C:22]2[CH:27]=[CH:26][N:25]=[CH:24][C:23]=2[F:28])[NH2:21])[CH:17]=[CH:18][CH:19]=1, predict the reaction product. The product is: [Br:13][C:14]1[CH:15]=[C:16]([CH:20]([N:21]=[C:1]=[S:2])[C:22]2[CH:27]=[CH:26][N:25]=[CH:24][C:23]=2[F:28])[CH:17]=[CH:18][CH:19]=1. (6) The product is: [O:26]1[CH:27]=[CH:28][C:24]([C:22]([C:6]2[CH:11]=[CH:10][CH:9]=[CH:8][C:7]=2[CH2:12][O:13][C:14]2[CH:19]=[C:18]([CH3:20])[CH:17]=[CH:16][C:15]=2[CH3:21])=[O:30])=[N:25]1. Given the reactants BrCC.[Mg].Br[C:6]1[CH:11]=[CH:10][CH:9]=[CH:8][C:7]=1[CH2:12][O:13][C:14]1[CH:19]=[C:18]([CH3:20])[CH:17]=[CH:16][C:15]=1[CH3:21].[C:22]([C:24]1[CH:28]=[CH:27][O:26][N:25]=1)#N.S(=O)(=O)(O)[OH:30], predict the reaction product. (7) Given the reactants [CH3:1][O:2][CH:3]([O:15][CH3:16])[C:4]1[CH:9]=[CH:8][C:7](/[CH:10]=[CH:11]/[C:12]([OH:14])=O)=[CH:6][CH:5]=1.[Cl:17][C:18]1[CH:23]=[CH:22][C:21]([C:24]2[CH:29]=[CH:28][C:27]([NH2:30])=[CH:26][CH:25]=2)=[CH:20][CH:19]=1, predict the reaction product. The product is: [Cl:17][C:18]1[CH:19]=[CH:20][C:21]([C:24]2[CH:29]=[CH:28][C:27]([NH:30][C:12](=[O:14])/[CH:11]=[CH:10]/[C:7]3[CH:6]=[CH:5][C:4]([CH:3]([O:2][CH3:1])[O:15][CH3:16])=[CH:9][CH:8]=3)=[CH:26][CH:25]=2)=[CH:22][CH:23]=1. (8) Given the reactants [OH-].[Na+].[Cl:3][C:4]1[CH:5]=[C:6]([C:14]2[O:18][N:17]=[C:16]([C:19]3[C:20](C)=[C:21]([CH2:25][CH2:26][CH2:27][C:28]([O:30]CC)=[O:29])[CH:22]=[CH:23][CH:24]=3)[N:15]=2)[CH:7]=[CH:8][C:9]=1[O:10][CH:11]([CH3:13])[CH3:12].Cl.C[CH:36]([OH:38])C, predict the reaction product. The product is: [Cl:3][C:4]1[CH:5]=[C:6]([C:14]2[O:18][N:17]=[C:16]([C:19]3[C:20]([O:38][CH3:36])=[C:21]([CH2:25][CH2:26][CH2:27][C:28]([OH:30])=[O:29])[CH:22]=[CH:23][CH:24]=3)[N:15]=2)[CH:7]=[CH:8][C:9]=1[O:10][CH:11]([CH3:13])[CH3:12]. (9) Given the reactants [Cl:1][C:2]1[CH:3]=[C:4]([CH:30]=[O:31])[C:5]2[C:6]([CH:29]=1)=[N:7][N:8]([CH2:10][C:11]([NH:15][C:16](=[O:28])[C:17]1[CH:22]=[CH:21][C:20]([O:23][C:24]([F:27])([F:26])[F:25])=[CH:19][CH:18]=1)([C:13]#[N:14])[CH3:12])[N:9]=2.C(O[BH-](OC(=O)C)OC(=O)C)(=O)C.[Na+], predict the reaction product. The product is: [Cl:1][C:2]1[CH:3]=[C:4]([CH2:30][OH:31])[C:5]2[C:6]([CH:29]=1)=[N:7][N:8]([CH2:10][C:11]([NH:15][C:16](=[O:28])[C:17]1[CH:18]=[CH:19][C:20]([O:23][C:24]([F:25])([F:27])[F:26])=[CH:21][CH:22]=1)([C:13]#[N:14])[CH3:12])[N:9]=2.